From a dataset of Reaction yield outcomes from USPTO patents with 853,638 reactions. Predict the reaction yield, written as a fraction of the theoretical maximum amount of product (1.0 means a 100% yield; for example, 0.34 means a 34% yield). (1) The reactants are Cl[C:2]1[CH:3]=[CH:4][C:5]2[O:14][CH2:13][CH2:12][C:11]3[CH:10]=[C:9]([C:15]4[N:16]([C:20]5[CH:25]=[CH:24][C:23]([F:26])=[CH:22][C:21]=5[F:27])[N:17]=[CH:18][N:19]=4)[S:8][C:7]=3[C:6]=2[N:28]=1.C[C:30]1[C:35](B2OC(C)(C)C(C)(C)O2)=[CH:34][N:33]=[C:32]([N:45]2[CH2:50][CH2:49][O:48][CH2:47][CH2:46]2)[CH:31]=1.[C:51]([O-])([O-])=O.[Cs+].[Cs+]. The catalyst is C1C=CC(P(C2C=CC=CC=2)[C-]2C=CC=C2)=CC=1.C1C=CC(P(C2C=CC=CC=2)[C-]2C=CC=C2)=CC=1.Cl[Pd]Cl.[Fe+2].CC#N.O. The product is [F:27][C:21]1[CH:22]=[C:23]([F:26])[CH:24]=[CH:25][C:20]=1[N:16]1[C:15]([C:9]2[S:8][C:7]3[C:6]4[N:28]=[C:2]([C:35]5[CH:34]=[N:33][C:32]([N:45]6[CH2:46][CH2:47][O:48][CH2:49][CH2:50]6)=[C:31]([CH3:51])[CH:30]=5)[CH:3]=[CH:4][C:5]=4[O:14][CH2:13][CH2:12][C:11]=3[CH:10]=2)=[N:19][CH:18]=[N:17]1. The yield is 0.380. (2) The reactants are NN.[Cl:3][C:4]1[S:8][C:7]([C:9]([NH:11][C@@H:12]([CH2:25][C:26]2[CH:31]=[CH:30][CH:29]=[C:28]([F:32])[CH:27]=2)[CH2:13][N:14]2C(=O)C3C(=CC=CC=3)C2=O)=[O:10])=[CH:6][C:5]=1[C:33]1[N:37]([CH2:38][CH3:39])[N:36]=[CH:35][C:34]=1[Cl:40]. The catalyst is CO. The product is [NH2:14][CH2:13][C@@H:12]([NH:11][C:9]([C:7]1[S:8][C:4]([Cl:3])=[C:5]([C:33]2[N:37]([CH2:38][CH3:39])[N:36]=[CH:35][C:34]=2[Cl:40])[CH:6]=1)=[O:10])[CH2:25][C:26]1[CH:31]=[CH:30][CH:29]=[C:28]([F:32])[CH:27]=1. The yield is 0.675. (3) The reactants are O1CCCC1.C(O)C.[CH3:9][O:10][C:11]1[CH:12]=[C:13]2[C:18](=[CH:19][C:20]=1[O:21][CH3:22])[N:17]=[CH:16][CH:15]=[C:14]2[O:23][C:24]1[CH:29]=[CH:28][C:27](=[N:30][CH2:31][C:32]2[CH:37]=[CH:36][CH:35]=[CH:34][C:33]=2[N+:38]([O-:40])=[O:39])[CH2:26][CH:25]=1.[BH4-].[Na+]. The catalyst is O.C(Cl)(Cl)Cl. The product is [CH3:9][O:10][C:11]1[CH:12]=[C:13]2[C:18](=[CH:19][C:20]=1[O:21][CH3:22])[N:17]=[CH:16][CH:15]=[C:14]2[O:23][C:24]1[CH:25]=[CH:26][C:27]([NH:30][CH2:31][C:32]2[CH:37]=[CH:36][CH:35]=[CH:34][C:33]=2[N+:38]([O-:40])=[O:39])=[CH:28][CH:29]=1. The yield is 0.752. (4) The reactants are [CH:1]1([O:7][C:8]2[CH:13]=[C:12]([O:14][CH2:15][CH2:16][O:17][CH3:18])[CH:11]=[CH:10][C:9]=2/[CH:19]=[CH:20]/[C:21]([O:23][CH2:24][CH3:25])=[O:22])[CH2:6][CH2:5][CH2:4][CH2:3][CH2:2]1. The catalyst is [C].[Pd].O1CCCC1. The product is [CH:1]1([O:7][C:8]2[CH:13]=[C:12]([O:14][CH2:15][CH2:16][O:17][CH3:18])[CH:11]=[CH:10][C:9]=2[CH2:19][CH2:20][C:21]([O:23][CH2:24][CH3:25])=[O:22])[CH2:2][CH2:3][CH2:4][CH2:5][CH2:6]1. The yield is 0.990.